Dataset: Peptide-MHC class II binding affinity with 134,281 pairs from IEDB. Task: Regression. Given a peptide amino acid sequence and an MHC pseudo amino acid sequence, predict their binding affinity value. This is MHC class II binding data. The peptide sequence is KLIGGIGGFVKVRQYDQILI. The MHC is DRB1_0401 with pseudo-sequence DRB1_0401. The binding affinity (normalized) is 0.387.